Dataset: Full USPTO retrosynthesis dataset with 1.9M reactions from patents (1976-2016). Task: Predict the reactants needed to synthesize the given product. (1) Given the product [CH3:9][O:8][C:5]1[CH:6]=[CH:7][C:2]([CH:21]([OH:25])[CH:22]([CH3:24])[CH3:23])=[C:3]([N+:10]([O-:12])=[O:11])[CH:4]=1, predict the reactants needed to synthesize it. The reactants are: I[C:2]1[CH:7]=[CH:6][C:5]([O:8][CH3:9])=[CH:4][C:3]=1[N+:10]([O-:12])=[O:11].C1([Mg]Cl)C=CC=CC=1.[CH:21](=[O:25])[CH:22]([CH3:24])[CH3:23]. (2) Given the product [CH3:14][C:15]1([CH3:29])[CH2:20][O:19][B:18]([C:2]2[CH:7]=[CH:6][C:5]([C:8]3([OH:12])[CH2:11][CH2:10][CH2:9]3)=[CH:4][C:3]=2[F:13])[O:17][CH2:16]1, predict the reactants needed to synthesize it. The reactants are: Br[C:2]1[CH:7]=[CH:6][C:5]([C:8]2([OH:12])[CH2:11][CH2:10][CH2:9]2)=[CH:4][C:3]=1[F:13].[CH3:14][C:15]1([CH3:29])[CH2:20][O:19][B:18]([B:18]2[O:19][CH2:20][C:15]([CH3:29])([CH3:14])[CH2:16][O:17]2)[O:17][CH2:16]1.C([O-])(=O)C.[K+]. (3) Given the product [NH2:1][C:2]1[C:3]([C:9]([O:11][CH2:12][CH3:13])=[O:10])=[N:4][C:5]([CH:16]2[CH2:17][CH2:18][O:14][CH2:15]2)=[CH:6][CH:7]=1, predict the reactants needed to synthesize it. The reactants are: [NH2:1][C:2]1[C:3]([C:9]([O:11][CH2:12][CH3:13])=[O:10])=[N:4][C:5](Br)=[CH:6][CH:7]=1.[O:14]1[CH:18]=[CH:17][CH:16]=[C:15]1B(O)O. (4) Given the product [CH3:22][C:19]1[CH:20]=[CH:21][C:16]([O:2][C:1]2[CH:8]=[CH:7][C:5]([OH:6])=[CH:4][CH:3]=2)=[C:17]([N+:23]([O-:25])=[O:24])[CH:18]=1, predict the reactants needed to synthesize it. The reactants are: [C:1]1([CH:8]=[CH:7][C:5]([OH:6])=[CH:4][CH:3]=1)[OH:2].C([O-])([O-])=O.[K+].[K+].F[C:16]1[CH:21]=[CH:20][C:19]([CH3:22])=[CH:18][C:17]=1[N+:23]([O-:25])=[O:24]. (5) Given the product [Cl:8][C:5]1[N:6]=[CH:7][C:2]([NH:1][CH:9]=[O:10])=[CH:3][CH:4]=1, predict the reactants needed to synthesize it. The reactants are: [NH2:1][C:2]1[CH:3]=[CH:4][C:5]([Cl:8])=[N:6][CH:7]=1.[CH:9](O)=[O:10]. (6) Given the product [N:28]1([C:4]([C:6]2[O:7][C:8]3[C:14]([N:15]4[CH2:20][CH2:19][N:18]([CH2:21][C:22]5[CH:23]=[CH:24][CH:25]=[CH:26][CH:27]=5)[CH2:17][CH2:16]4)=[CH:13][CH:12]=[CH:11][C:9]=3[CH:10]=2)=[O:3])[CH2:31][CH2:30][CH2:29]1, predict the reactants needed to synthesize it. The reactants are: C([O:3][C:4]([C:6]1[O:7][C:8]2[C:14]([N:15]3[CH2:20][CH2:19][N:18]([CH2:21][C:22]4[CH:27]=[CH:26][CH:25]=[CH:24][CH:23]=4)[CH2:17][CH2:16]3)=[CH:13][CH:12]=[CH:11][C:9]=2[CH:10]=1)=O)C.[NH:28]1[CH2:31][CH2:30][CH2:29]1.